Dataset: Reaction yield outcomes from USPTO patents with 853,638 reactions. Task: Predict the reaction yield, written as a fraction of the theoretical maximum amount of product (1.0 means a 100% yield; for example, 0.34 means a 34% yield). (1) The reactants are Cl[C:2]1[CH:7]=[C:6]([Cl:8])[CH:5]=[CH:4][N:3]=1.[C:9]1(B(O)O)[CH:14]=[CH:13][CH:12]=[CH:11][CH:10]=1.C(=O)([O-])[O-].[K+].[K+].C(COC)OC. The catalyst is C1C=CC([P]([Pd]([P](C2C=CC=CC=2)(C2C=CC=CC=2)C2C=CC=CC=2)([P](C2C=CC=CC=2)(C2C=CC=CC=2)C2C=CC=CC=2)[P](C2C=CC=CC=2)(C2C=CC=CC=2)C2C=CC=CC=2)(C2C=CC=CC=2)C2C=CC=CC=2)=CC=1.O. The product is [Cl:8][C:6]1[CH:5]=[CH:4][N:3]=[C:2]([C:9]2[CH:14]=[CH:13][CH:12]=[CH:11][CH:10]=2)[CH:7]=1. The yield is 0.880. (2) The reactants are [Si:1]([O:18][CH:19]1[CH2:22][N:21]([C:23]2[S:24][CH:25]=[C:26]([CH2:28][OH:29])[N:27]=2)[CH2:20]1)([C:14]([CH3:17])([CH3:16])[CH3:15])([C:8]1[CH:13]=[CH:12][CH:11]=[CH:10][CH:9]=1)[C:2]1[CH:7]=[CH:6][CH:5]=[CH:4][CH:3]=1. The catalyst is C(Cl)Cl.[O-2].[O-2].[Mn+4]. The product is [Si:1]([O:18][CH:19]1[CH2:22][N:21]([C:23]2[S:24][CH:25]=[C:26]([CH:28]=[O:29])[N:27]=2)[CH2:20]1)([C:14]([CH3:17])([CH3:16])[CH3:15])([C:2]1[CH:3]=[CH:4][CH:5]=[CH:6][CH:7]=1)[C:8]1[CH:13]=[CH:12][CH:11]=[CH:10][CH:9]=1. The yield is 0.920.